From a dataset of Catalyst prediction with 721,799 reactions and 888 catalyst types from USPTO. Predict which catalyst facilitates the given reaction. Reactant: [OH:1][C:2]1[CH:7]=[CH:6][C:5]([S:8][C:9]2[C:14]3[CH:15]=[C:16]([C:18]([O:20][CH3:21])=[O:19])[S:17][C:13]=3[CH:12]=[CH:11][CH:10]=2)=[CH:4][CH:3]=1.[Cl:22][C:23]1[CH:28]=[CH:27][CH:26]=[C:25]([Cl:29])[C:24]=1[C:30]1[C:34]([CH2:35]O)=[C:33]([CH:37]([CH3:39])[CH3:38])[O:32][N:31]=1.C1(P(C2C=CC=CC=2)C2C=CC=CC=2)C=CC=CC=1.N(C(OC(C)C)=O)=NC(OC(C)C)=O. Product: [Cl:29][C:25]1[CH:26]=[CH:27][CH:28]=[C:23]([Cl:22])[C:24]=1[C:30]1[C:34]([CH2:35][O:1][C:2]2[CH:3]=[CH:4][C:5]([S:8][C:9]3[C:14]4[CH:15]=[C:16]([C:18]([O:20][CH3:21])=[O:19])[S:17][C:13]=4[CH:12]=[CH:11][CH:10]=3)=[CH:6][CH:7]=2)=[C:33]([CH:37]([CH3:39])[CH3:38])[O:32][N:31]=1. The catalyst class is: 4.